Dataset: Reaction yield outcomes from USPTO patents with 853,638 reactions. Task: Predict the reaction yield, written as a fraction of the theoretical maximum amount of product (1.0 means a 100% yield; for example, 0.34 means a 34% yield). (1) The reactants are [N:1]1[CH:6]=[CH:5][CH:4]=[CH:3][C:2]=1[S:7](Cl)(=[O:9])=[O:8].[C:11]([O:15][C:16](=[O:35])[NH:17][C@H:18]([C:23](=[O:34])[NH:24][C@H:25]1[CH2:31][CH2:30][C@@H:29]([CH3:32])[NH:28][CH2:27][C@@H:26]1[OH:33])[CH2:19][CH:20]([CH3:22])[CH3:21])([CH3:14])([CH3:13])[CH3:12].C(=O)(O)[O-].[Na+]. The catalyst is C(Cl)Cl.O.CCOC(C)=O. The product is [C:11]([O:15][C:16](=[O:35])[NH:17][C@H:18]([C:23](=[O:34])[NH:24][C@H:25]1[CH2:31][CH2:30][C@@H:29]([CH3:32])[NH:28][CH:27]([S:7]([C:2]2[CH:3]=[CH:4][CH:5]=[CH:6][N:1]=2)(=[O:9])=[O:8])[C@H:26]1[OH:33])[CH2:19][CH:20]([CH3:22])[CH3:21])([CH3:13])([CH3:14])[CH3:12]. The yield is 0.700. (2) The product is [C:25]([NH:33][C:34]([NH:24][C:22]1[CH:21]=[CH:20][C:18]2[N:19]=[C:15]([NH:14][CH:11]3[CH2:12][CH2:13][N:8]([CH2:1][C:2]4[CH:3]=[CH:4][CH:5]=[CH:6][CH:7]=4)[CH2:9][CH2:10]3)[S:16][C:17]=2[CH:23]=1)=[S:35])(=[O:32])[C:26]1[CH:31]=[CH:30][CH:29]=[CH:28][CH:27]=1. The reactants are [CH2:1]([N:8]1[CH2:13][CH2:12][CH:11]([NH:14][C:15]2[S:16][C:17]3[CH:23]=[C:22]([NH2:24])[CH:21]=[CH:20][C:18]=3[N:19]=2)[CH2:10][CH2:9]1)[C:2]1[CH:7]=[CH:6][CH:5]=[CH:4][CH:3]=1.[C:25]([N:33]=[C:34]=[S:35])(=[O:32])[C:26]1[CH:31]=[CH:30][CH:29]=[CH:28][CH:27]=1. The catalyst is C1COCC1. The yield is 1.00. (3) The reactants are C[O:2][C:3](=[O:45])[CH2:4][C@H:5]([OH:44])[CH2:6][C@H:7]([OH:43])[CH:8]=[CH:9][C:10]1[N:11]([CH:40]([CH3:42])[CH3:41])[C:12]([C:29](=[O:39])[NH:30][C:31]2[CH:36]=[CH:35][CH:34]=[C:33]([O:37][CH3:38])[CH:32]=2)=[C:13]([C:22]2[CH:27]=[CH:26][C:25]([F:28])=[CH:24][CH:23]=2)[C:14]=1[C:15]1[CH:20]=[CH:19][C:18]([F:21])=[CH:17][CH:16]=1.C(O)C.O.[OH-].[Na+:51]. The catalyst is CO.C(Cl)Cl. The product is [Na+:51].[F:21][C:18]1[CH:17]=[CH:16][C:15]([C:14]2[C:13]([C:22]3[CH:27]=[CH:26][C:25]([F:28])=[CH:24][CH:23]=3)=[C:12]([C:29](=[O:39])[NH:30][C:31]3[CH:36]=[CH:35][CH:34]=[C:33]([O:37][CH3:38])[CH:32]=3)[N:11]([CH:40]([CH3:42])[CH3:41])[C:10]=2[CH:9]=[CH:8][C@@H:7]([OH:43])[CH2:6][C@@H:5]([OH:44])[CH2:4][C:3]([O-:45])=[O:2])=[CH:20][CH:19]=1. The yield is 0.980. (4) The catalyst is ClCCl.C([O-])(=O)C.[Cu+2].C([O-])(=O)C. The yield is 0.600. The product is [CH:1]1([N:5]2[CH2:6][CH2:7][N:8]([C:11]([C:13]3[CH:14]=[C:15]4[C:19](=[CH:20][CH:21]=3)[N:18]([C:38]3[CH:37]=[CH:36][CH:35]=[C:34]([C:33]([F:44])([F:43])[F:32])[CH:39]=3)[C:17]([C:22]([N:24]3[CH2:29][CH2:28][S:27](=[O:30])(=[O:31])[CH2:26][CH2:25]3)=[O:23])=[CH:16]4)=[O:12])[CH2:9][CH2:10]2)[CH2:2][CH2:3][CH2:4]1. The reactants are [CH:1]1([N:5]2[CH2:10][CH2:9][N:8]([C:11]([C:13]3[CH:14]=[C:15]4[C:19](=[CH:20][CH:21]=3)[NH:18][C:17]([C:22]([N:24]3[CH2:29][CH2:28][S:27](=[O:31])(=[O:30])[CH2:26][CH2:25]3)=[O:23])=[CH:16]4)=[O:12])[CH2:7][CH2:6]2)[CH2:4][CH2:3][CH2:2]1.[F:32][C:33]([F:44])([F:43])[C:34]1[CH:35]=[C:36](B(O)O)[CH:37]=[CH:38][CH:39]=1.N1C=CC=CC=1. (5) The reactants are [C:1]([O:5][NH:6][C:7]([C:9]1[CH:14]=[C:13](Br)[CH:12]=[CH:11][N:10]=1)=[O:8])([CH3:4])([CH3:3])[CH3:2].[CH2:16]([NH2:23])[C:17]1[CH:22]=[CH:21][CH:20]=[CH:19][CH:18]=1. The catalyst is C(O)C. The product is [C:1]([O:5][NH:6][C:7]([C:9]1[CH:14]=[C:13]([NH:23][CH2:16][C:17]2[CH:22]=[CH:21][CH:20]=[CH:19][CH:18]=2)[CH:12]=[CH:11][N:10]=1)=[O:8])([CH3:4])([CH3:3])[CH3:2]. The yield is 0.130. (6) The reactants are [N:1]([CH2:4][CH2:5][CH2:6][C:7]1([C:23]2[CH:28]=[CH:27][CH:26]=[CH:25][CH:24]=2)[N:11]([C:12](=[S:14])[NH2:13])[N:10]=[C:9]([C:15]2[CH:20]=[C:19]([F:21])[CH:18]=[CH:17][C:16]=2[F:22])[S:8]1)=[N+:2]=[N-:3].Br[CH:30]1[C:35](=O)[CH2:34][CH2:33][N:32]([C:37]([O:39][C:40]([CH3:43])([CH3:42])[CH3:41])=[O:38])[CH2:31]1.CCN(C(C)C)C(C)C. The catalyst is C(O)C. The product is [N:1]([CH2:4][CH2:5][CH2:6][C:7]1([C:23]2[CH:28]=[CH:27][CH:26]=[CH:25][CH:24]=2)[N:11]([C:12]2[S:14][C:30]3[CH2:31][N:32]([C:37]([O:39][C:40]([CH3:43])([CH3:42])[CH3:41])=[O:38])[CH2:33][CH2:34][C:35]=3[N:13]=2)[N:10]=[C:9]([C:15]2[CH:20]=[C:19]([F:21])[CH:18]=[CH:17][C:16]=2[F:22])[S:8]1)=[N+:2]=[N-:3]. The yield is 0.730. (7) The reactants are [NH2:1][C:2]1[CH:3]=[C:4]([C:9]([C:11]2[CH:20]=[CH:19][CH:18]=[CH:17][C:12]=2[C:13]([O:15][CH3:16])=[O:14])=[O:10])[CH:5]=[CH:6][C:7]=1[NH2:8].[CH3:21][O:22][C:23]([N:25]=[C:26]=S)=[O:24].C1CCC(N=C=NC2CCCCC2)CC1. The catalyst is C(#N)C.C1C=CC=CC=1. The product is [CH3:21][O:22][C:23]([NH:25][C:26]1[NH:8][C:7]2[CH:6]=[CH:5][C:4]([C:9]([C:11]3[CH:20]=[CH:19][CH:18]=[CH:17][C:12]=3[C:13]([O:15][CH3:16])=[O:14])=[O:10])=[CH:3][C:2]=2[N:1]=1)=[O:24]. The yield is 0.710. (8) The reactants are C1(P(C2C=CC=CC=2)C2C=CC=CC=2)C=CC=CC=1.BrN1C(=O)CCC1=O.[CH:28]1([CH2:33][C@H:34]([C:38]2[CH:43]=[CH:42][C:41]([Cl:44])=[C:40]([Cl:45])[CH:39]=2)[C:35]([OH:37])=O)[CH2:32][CH2:31][CH2:30][CH2:29]1.[CH3:46][O:47][C:48](=[O:56])[C:49]1[CH:54]=[CH:53][C:52]([NH2:55])=[N:51][CH:50]=1.N1C=CC=CC=1. The catalyst is C(Cl)Cl.O. The product is [CH3:46][O:47][C:48](=[O:56])[C:49]1[CH:54]=[CH:53][C:52]([NH:55][C:35](=[O:37])[C@@H:34]([C:38]2[CH:43]=[CH:42][C:41]([Cl:44])=[C:40]([Cl:45])[CH:39]=2)[CH2:33][CH:28]2[CH2:29][CH2:30][CH2:31][CH2:32]2)=[N:51][CH:50]=1. The yield is 0.840. (9) The reactants are [CH3:1][C:2]([C:6]1[CH:11]=[CH:10][C:9]([CH2:12][C:13]2[C:22]3[C:17](=[CH:18][CH:19]=[C:20](B4OC(C)(C)C(C)(C)O4)[CH:21]=3)[N:16]=[CH:15][C:14]=2[N+:32]([O-:34])=[O:33])=[CH:8][CH:7]=1)([CH3:5])[C:3]#[N:4].Br[C:36]1[CH:41]=[CH:40][CH:39]=[C:38]([O:42][CH3:43])[N:37]=1.C([O-])([O-])=O.[Na+].[Na+].C1(C)C=CC=CC=1. The catalyst is C1C=CC([P]([Pd]([P](C2C=CC=CC=2)(C2C=CC=CC=2)C2C=CC=CC=2)([P](C2C=CC=CC=2)(C2C=CC=CC=2)C2C=CC=CC=2)[P](C2C=CC=CC=2)(C2C=CC=CC=2)C2C=CC=CC=2)(C2C=CC=CC=2)C2C=CC=CC=2)=CC=1.O. The product is [CH3:43][O:42][C:38]1[N:37]=[C:36]([C:20]2[CH:21]=[C:22]3[C:17](=[CH:18][CH:19]=2)[N:16]=[CH:15][C:14]([N+:32]([O-:34])=[O:33])=[C:13]3[CH2:12][C:9]2[CH:8]=[CH:7][C:6]([C:2]([CH3:1])([CH3:5])[C:3]#[N:4])=[CH:11][CH:10]=2)[CH:41]=[CH:40][CH:39]=1. The yield is 0.630. (10) The reactants are [Li]CCCC.[C:6]([Si:8]([CH:15]([CH3:17])[CH3:16])([CH:12]([CH3:14])[CH3:13])[CH:9]([CH3:11])[CH3:10])#[CH:7].[CH3:18][C:19]1[C:23]([CH:24]=[O:25])=[C:22]([CH3:26])[O:21][N:20]=1. The catalyst is C1COCC1. The product is [CH3:18][C:19]1[C:23]([CH:24]([OH:25])[C:7]#[C:6][Si:8]([CH:12]([CH3:14])[CH3:13])([CH:9]([CH3:11])[CH3:10])[CH:15]([CH3:17])[CH3:16])=[C:22]([CH3:26])[O:21][N:20]=1. The yield is 0.920.